This data is from Forward reaction prediction with 1.9M reactions from USPTO patents (1976-2016). The task is: Predict the product of the given reaction. (1) Given the reactants [C:1]([O:4]C(=O)C)(=[O:3])C.CCN(C(C)C)C(C)C.C([O-])=O.[Na+].FC(F)(F)S(O[C:27]1[CH2:32][O:31][CH2:30][CH2:29][C:28]=1[C:33]([O:35][CH2:36][CH3:37])=[O:34])(=O)=O.[Li+].[Cl-].Cl, predict the reaction product. The product is: [CH2:36]([O:35][C:33]([C:28]1[CH2:29][CH2:30][O:31][CH2:32][C:27]=1[C:1]([OH:4])=[O:3])=[O:34])[CH3:37]. (2) Given the reactants [NH2:1][C:2]1[C:9]([O:10][CH3:11])=[CH:8][CH:7]=[CH:6][C:3]=1[CH:4]=O.C(O)(=O)C.[C:16](OC)(=[O:22])[CH2:17][C:18]([O:20][CH3:21])=[O:19].N1CCCCC1, predict the reaction product. The product is: [CH3:21][O:20][C:18]([C:17]1[C:16](=[O:22])[NH:1][C:2]2[C:3]([CH:4]=1)=[CH:6][CH:7]=[CH:8][C:9]=2[O:10][CH3:11])=[O:19]. (3) Given the reactants [OH-].[Na+].C[O:4][C:5](=[O:49])[CH:6]([NH:35][C:36](=[O:48])[C:37]1[CH:42]=[C:41]([C:43]([F:46])([F:45])[F:44])[CH:40]=[CH:39][C:38]=1[F:47])[CH2:7][S:8][CH2:9][C:10]1[CH:15]=[CH:14][C:13]([C:16]2[CH:21]=[CH:20][C:19]([C:22]3[C:27]4[O:28][C:29]5[CH:34]=[CH:33][CH:32]=[CH:31][C:30]=5[C:26]=4[CH:25]=[CH:24][CH:23]=3)=[CH:18][CH:17]=2)=[CH:12][CH:11]=1.Cl, predict the reaction product. The product is: [CH:25]1[C:26]2[C:30]3[CH:31]=[CH:32][CH:33]=[CH:34][C:29]=3[O:28][C:27]=2[C:22]([C:19]2[CH:18]=[CH:17][C:16]([C:13]3[CH:14]=[CH:15][C:10]([CH2:9][S:8][CH2:7][CH:6]([NH:35][C:36](=[O:48])[C:37]4[CH:42]=[C:41]([C:43]([F:46])([F:44])[F:45])[CH:40]=[CH:39][C:38]=4[F:47])[C:5]([OH:49])=[O:4])=[CH:11][CH:12]=3)=[CH:21][CH:20]=2)=[CH:23][CH:24]=1. (4) Given the reactants CN(C)CCC([N:12]1[CH:16]=[C:15]([NH2:17])[CH:14]=[N:13]1)C1C=CC=CC=1.[CH2:19]([N:21]1[CH:25]=[C:24]([CH:26](O)[CH2:27][CH3:28])[CH:23]=[N:22]1)[CH3:20], predict the reaction product. The product is: [CH2:19]([N:21]1[CH:25]=[C:24]([CH:26]([N:12]2[CH:16]=[C:15]([NH2:17])[CH:14]=[N:13]2)[CH2:27][CH3:28])[CH:23]=[N:22]1)[CH3:20]. (5) The product is: [C:5]12[CH2:12][CH2:13][CH2:14][CH2:15][C:4]=1[S:3][C:2]1[N:1]=[CH:16][N:18]=[C:7]([OH:8])[C:6]2=1. Given the reactants [NH2:1][C:2]1[S:3][C:4]2[CH2:15][CH2:14][CH2:13][CH2:12][C:5]=2[C:6]=1[C:7](OCC)=[O:8].[CH:16]([NH2:18])=O, predict the reaction product.